This data is from Full USPTO retrosynthesis dataset with 1.9M reactions from patents (1976-2016). The task is: Predict the reactants needed to synthesize the given product. The reactants are: [NH2:1][C:2]1[CH:3]=[N:4][CH:5]=[CH:6][C:7]=1[N:8]1[CH2:13][C@H:12]([CH3:14])[C@@H:11]([O:15][Si:16]([C:19]([CH3:22])([CH3:21])[CH3:20])([CH3:18])[CH3:17])[C@H:10]([NH:23][C:24](=[O:30])[O:25][C:26]([CH3:29])([CH3:28])[CH3:27])[CH2:9]1.[CH:31]1([N:35]2[C:39]3=[N:40][C:41]([C:44](O)=[O:45])=[CH:42][CH:43]=[C:38]3[CH:37]=[CH:36]2)[CH2:34][CH2:33][CH2:32]1.CCN(C(C)C)C(C)C.CN(C(ON1N=NC2C=CC=NC1=2)=[N+](C)C)C.F[P-](F)(F)(F)(F)F. Given the product [Si:16]([O:15][C@@H:11]1[C@@H:12]([CH3:14])[CH2:13][N:8]([C:7]2[CH:6]=[CH:5][N:4]=[CH:3][C:2]=2[NH:1][C:44]([C:41]2[N:40]=[C:39]3[N:35]([CH:31]4[CH2:32][CH2:33][CH2:34]4)[CH:36]=[CH:37][C:38]3=[CH:43][CH:42]=2)=[O:45])[CH2:9][C@H:10]1[NH:23][C:24](=[O:30])[O:25][C:26]([CH3:29])([CH3:28])[CH3:27])([C:19]([CH3:22])([CH3:21])[CH3:20])([CH3:18])[CH3:17], predict the reactants needed to synthesize it.